From a dataset of Full USPTO retrosynthesis dataset with 1.9M reactions from patents (1976-2016). Predict the reactants needed to synthesize the given product. (1) Given the product [CH3:26][O:27][C:28]1[CH:29]=[C:30]([C:17]2[S:16][C:15]([CH2:14][O:13][C:10]3[CH:9]=[CH:8][C:7]([CH2:6][C@H:5]([O:22][CH2:23][CH3:24])[C:4]([OH:3])=[O:25])=[CH:12][CH:11]=3)=[C:19]([CH3:20])[CH:18]=2)[CH:31]=[CH:32][C:33]=1[O:34][CH3:35], predict the reactants needed to synthesize it. The reactants are: C([O:3][C:4](=[O:25])[C@@H:5]([O:22][CH2:23][CH3:24])[CH2:6][C:7]1[CH:12]=[CH:11][C:10]([O:13][CH2:14][C:15]2[S:16][C:17](Br)=[CH:18][C:19]=2[CH3:20])=[CH:9][CH:8]=1)C.[CH3:26][O:27][C:28]1[CH:29]=[C:30](B(O)O)[CH:31]=[CH:32][C:33]=1[O:34][CH3:35]. (2) Given the product [CH3:15][O:14][C:7]1[N:6]=[C:5]([S:2][CH3:1])[C:10]([N+:11]([O-:13])=[O:12])=[CH:9][CH:8]=1, predict the reactants needed to synthesize it. The reactants are: [CH3:1][S-:2].[Na+].Cl[C:5]1[C:10]([N+:11]([O-:13])=[O:12])=[CH:9][CH:8]=[C:7]([O:14][CH3:15])[N:6]=1. (3) Given the product [CH3:18][C:16]([NH:19][C:20](=[O:26])[O:21][C:22]([CH3:25])([CH3:24])[CH3:23])([CH3:17])[CH2:15][CH2:14][N:3]1[C:4]2[CH:9]=[CH:8][CH:7]=[CH:6][C:5]=2[O:1][C:2]1=[O:10], predict the reactants needed to synthesize it. The reactants are: [O:1]1[C:5]2[CH:6]=[CH:7][CH:8]=[CH:9][C:4]=2[NH:3][C:2]1=[O:10].[H-].[Na+].N[CH2:14][CH2:15][C:16]([NH:19][C:20](=[O:26])[O:21][C:22]([CH3:25])([CH3:24])[CH3:23])([CH3:18])[CH3:17].C(=O)([O-])O.[Na+]. (4) Given the product [CH3:2][C:3]1[C:8]([CH3:9])=[CH:7][C:6]2[C:16]3[CH2:15][NH:14][CH2:19][CH2:18][C:17]=3[NH:10][C:5]=2[CH:4]=1, predict the reactants needed to synthesize it. The reactants are: Cl.[CH3:2][C:3]1[CH:4]=[C:5]([NH:10]N)[CH:6]=[CH:7][C:8]=1[CH3:9].O.Cl.[NH:14]1[CH2:19][CH2:18][C:17](=O)[CH2:16][CH2:15]1.Cl. (5) Given the product [C:1]([O:5][C:6](=[O:15])[CH2:7][C@H:8]([OH:14])[CH2:9][CH2:10][CH2:11][CH2:12][CH3:13])([CH3:3])([CH3:2])[CH3:4], predict the reactants needed to synthesize it. The reactants are: [C:1]([O:5][C:6](=[O:15])[CH2:7][C:8](=[O:14])[CH2:9][CH2:10][CH2:11][CH2:12][CH3:13])([CH3:4])([CH3:3])[CH3:2]. (6) Given the product [Br:25][C:11]1[S:10][C:9]([C:7]2([C:14]3[N:18]4[CH2:19][CH2:20][CH2:21][CH2:22][CH2:23][CH2:24][C:17]4=[N:16][N:15]=3)[CH2:8][CH:5]([O:4][CH2:3][O:2][CH3:1])[CH2:6]2)=[CH:13][CH:12]=1, predict the reactants needed to synthesize it. The reactants are: [CH3:1][O:2][CH2:3][O:4][CH:5]1[CH2:8][C:7]([C:14]2[N:18]3[CH2:19][CH2:20][CH2:21][CH2:22][CH2:23][CH2:24][C:17]3=[N:16][N:15]=2)([C:9]2[S:10][CH:11]=[CH:12][CH:13]=2)[CH2:6]1.[Br:25]N1C(=O)CCC1=O. (7) Given the product [Cl:33][C:29]1[CH:28]=[C:27]([C:25]2[O:24][N:23]=[C:22]([CH:20]([CH3:21])[CH2:12][C:11]3[N:7]([CH3:6])[C:8]([C:13]4[CH:18]=[CH:17][N:16]=[CH:15][CH:14]=4)=[N:9][N:10]=3)[N:26]=2)[CH:32]=[CH:31][CH:30]=1, predict the reactants needed to synthesize it. The reactants are: [Li]CCCC.[CH3:6][N:7]1[C:11]([CH3:12])=[N:10][N:9]=[C:8]1[C:13]1[CH:18]=[CH:17][N:16]=[CH:15][CH:14]=1.Br[CH:20]([C:22]1[N:26]=[C:25]([C:27]2[CH:32]=[CH:31][CH:30]=[C:29]([Cl:33])[CH:28]=2)[O:24][N:23]=1)[CH3:21].